From a dataset of Catalyst prediction with 721,799 reactions and 888 catalyst types from USPTO. Predict which catalyst facilitates the given reaction. The catalyst class is: 3. Product: [N:20]([CH2:6][C@H:7]1[CH2:11][CH2:10][CH2:9][C@@H:8]1[NH:12][C:13](=[O:14])[O:15][C:16]([CH3:19])([CH3:18])[CH3:17])=[N+:21]=[N-:22]. Reactant: CS(O[CH2:6][C@H:7]1[CH2:11][CH2:10][CH2:9][C@@H:8]1[NH:12][C:13]([O:15][C:16]([CH3:19])([CH3:18])[CH3:17])=[O:14])(=O)=O.[N-:20]=[N+:21]=[N-:22].[Na+].O.CCOC(C)=O.